Dataset: NCI-60 drug combinations with 297,098 pairs across 59 cell lines. Task: Regression. Given two drug SMILES strings and cell line genomic features, predict the synergy score measuring deviation from expected non-interaction effect. (1) Drug 1: CCC1=CC2CC(C3=C(CN(C2)C1)C4=CC=CC=C4N3)(C5=C(C=C6C(=C5)C78CCN9C7C(C=CC9)(C(C(C8N6C)(C(=O)OC)O)OC(=O)C)CC)OC)C(=O)OC.C(C(C(=O)O)O)(C(=O)O)O. Drug 2: C1=CC(=CC=C1C#N)C(C2=CC=C(C=C2)C#N)N3C=NC=N3. Cell line: CAKI-1. Synergy scores: CSS=31.1, Synergy_ZIP=4.02, Synergy_Bliss=-2.64, Synergy_Loewe=-19.8, Synergy_HSA=-0.132. (2) Drug 1: CC1=C(C=C(C=C1)NC(=O)C2=CC=C(C=C2)CN3CCN(CC3)C)NC4=NC=CC(=N4)C5=CN=CC=C5. Drug 2: C1C(C(OC1N2C=NC3=C2NC=NCC3O)CO)O. Cell line: MCF7. Synergy scores: CSS=-0.985, Synergy_ZIP=0.450, Synergy_Bliss=-1.12, Synergy_Loewe=-1.01, Synergy_HSA=-1.75. (3) Drug 1: CS(=O)(=O)C1=CC(=C(C=C1)C(=O)NC2=CC(=C(C=C2)Cl)C3=CC=CC=N3)Cl. Drug 2: CS(=O)(=O)CCNCC1=CC=C(O1)C2=CC3=C(C=C2)N=CN=C3NC4=CC(=C(C=C4)OCC5=CC(=CC=C5)F)Cl. Cell line: LOX IMVI. Synergy scores: CSS=8.24, Synergy_ZIP=-4.07, Synergy_Bliss=-4.17, Synergy_Loewe=-3.00, Synergy_HSA=-3.64. (4) Drug 1: CC(C1=C(C=CC(=C1Cl)F)Cl)OC2=C(N=CC(=C2)C3=CN(N=C3)C4CCNCC4)N. Drug 2: C1=NNC2=C1C(=O)NC=N2. Cell line: RXF 393. Synergy scores: CSS=3.35, Synergy_ZIP=-0.0586, Synergy_Bliss=1.66, Synergy_Loewe=3.10, Synergy_HSA=2.82. (5) Drug 2: C1=CC=C(C(=C1)C(C2=CC=C(C=C2)Cl)C(Cl)Cl)Cl. Synergy scores: CSS=13.3, Synergy_ZIP=1.42, Synergy_Bliss=6.84, Synergy_Loewe=3.28, Synergy_HSA=5.03. Drug 1: CC1=C(C(CCC1)(C)C)C=CC(=CC=CC(=CC(=O)O)C)C. Cell line: CCRF-CEM. (6) Drug 1: CC12CCC3C(C1CCC2=O)CC(=C)C4=CC(=O)C=CC34C. Drug 2: CC1=C(C=C(C=C1)NC(=O)C2=CC=C(C=C2)CN3CCN(CC3)C)NC4=NC=CC(=N4)C5=CN=CC=C5. Cell line: HOP-92. Synergy scores: CSS=15.3, Synergy_ZIP=-0.706, Synergy_Bliss=-1.53, Synergy_Loewe=-1.51, Synergy_HSA=-1.47.